Dataset: Reaction yield outcomes from USPTO patents with 853,638 reactions. Task: Predict the reaction yield, written as a fraction of the theoretical maximum amount of product (1.0 means a 100% yield; for example, 0.34 means a 34% yield). (1) The product is [Cl:2][C:3]1[C:7]([NH:8][C:15](=[O:14])[CH3:16])=[CH:6][NH:5][N:4]=1. The catalyst is C(OCC)(=O)C.O.COC(C)(C)C. The yield is 0.830. The reactants are Cl.[Cl:2][C:3]1[C:7]([NH2:8])=[CH:6][NH:5][N:4]=1.C(=O)(O)[O-].[Na+].[O:14]1CC[CH2:16][CH2:15]1.C(OC(=O)C)(=O)C. (2) The catalyst is ClCCl. The product is [C:4]([O:3][C:1]([NH:8][C@@H:9]([CH3:10])[C:11]([N:26]([O:27][CH3:28])[CH3:25])=[O:13])=[O:2])([CH3:5])([CH3:6])[CH3:7]. The yield is 0.810. The reactants are [C:1]([NH:8][C@H:9]([C:11]([OH:13])=O)[CH3:10])([O:3][C:4]([CH3:7])([CH3:6])[CH3:5])=[O:2].C1C=CC2N(O)N=NC=2C=1.Cl.[CH3:25][NH:26][O:27][CH3:28].C(N(CC)CC)C.C1(N=C=NC2CCCCC2)CCCCC1.